Dataset: Reaction yield outcomes from USPTO patents with 853,638 reactions. Task: Predict the reaction yield, written as a fraction of the theoretical maximum amount of product (1.0 means a 100% yield; for example, 0.34 means a 34% yield). The reactants are C(NC1C=CC(C2C=C3C(CN([C@@H](C(C)C)C(O)=O)C3=O)=CC=2)=CC=1)(=O)C1C=CC=CC=1.[Cl:33][C:34]1[CH:35]=[C:36]([CH:64]=[CH:65][CH:66]=1)[C:37]([NH:39][C:40]1[CH:45]=[CH:44][C:43]([C:46]2[CH:54]=[C:53]3[C:49]([CH2:50][N:51]([C@@H:56]([CH:61]([CH3:63])[CH3:62])[C:57]([O:59]C)=[O:58])[C:52]3=[O:55])=[CH:48][CH:47]=2)=[CH:42][CH:41]=1)=[O:38]. No catalyst specified. The product is [Cl:33][C:34]1[CH:35]=[C:36]([CH:64]=[CH:65][CH:66]=1)[C:37]([NH:39][C:40]1[CH:45]=[CH:44][C:43]([C:46]2[CH:54]=[C:53]3[C:49]([CH2:50][N:51]([C@@H:56]([CH:61]([CH3:63])[CH3:62])[C:57]([OH:59])=[O:58])[C:52]3=[O:55])=[CH:48][CH:47]=2)=[CH:42][CH:41]=1)=[O:38]. The yield is 0.810.